From a dataset of Forward reaction prediction with 1.9M reactions from USPTO patents (1976-2016). Predict the product of the given reaction. (1) Given the reactants [CH3:1][C:2]1[N:6]([CH2:7][C:8]2[C:16]3[O:15][C:14]([C:17]4[CH:22]=[CH:21][CH:20]=[CH:19][CH:18]=4)=[CH:13][C:12]=3[CH:11]=[C:10]([S:23]([CH3:26])(=[O:25])=[O:24])[CH:9]=2)[N:5]=[C:4]([C:27]([OH:29])=O)[CH:3]=1.C(N1CCOCC1)C.[O:38]1[CH2:43][CH2:42][CH:41]([NH2:44])[CH2:40][CH2:39]1.O.ON1C2C=CC=CC=2N=N1.CN(C)CCCN=C=NCC, predict the reaction product. The product is: [CH3:1][C:2]1[N:6]([CH2:7][C:8]2[C:16]3[O:15][C:14]([C:17]4[CH:18]=[CH:19][CH:20]=[CH:21][CH:22]=4)=[CH:13][C:12]=3[CH:11]=[C:10]([S:23]([CH3:26])(=[O:25])=[O:24])[CH:9]=2)[N:5]=[C:4]([C:27]([NH:44][CH:41]2[CH2:42][CH2:43][O:38][CH2:39][CH2:40]2)=[O:29])[CH:3]=1. (2) Given the reactants C([O:4][CH2:5][C:6]1[C:11]([N:12]2[CH2:24][CH2:23][N:15]3[C:16]4[CH2:17][CH2:18][CH2:19][CH2:20][C:21]=4[CH:22]=[C:14]3[C:13]2=[O:25])=[CH:10][C:9]([F:26])=[CH:8][C:7]=1[C:27]1[CH:32]=[C:31]([NH:33][C:34]2[CH:39]=[CH:38][C:37]([N:40]3[CH2:45][CH2:44][N:43]([CH:46]4[CH2:49][O:48][CH2:47]4)[CH2:42][C@@H:41]3[CH3:50])=[CH:36][N:35]=2)[C:30](=[O:51])[N:29]([CH3:52])[CH:28]=1)(=O)C.O.[Li+].[OH-], predict the reaction product. The product is: [F:26][C:9]1[CH:8]=[C:7]([C:27]2[CH:32]=[C:31]([NH:33][C:34]3[CH:39]=[CH:38][C:37]([N:40]4[CH2:45][CH2:44][N:43]([CH:46]5[CH2:47][O:48][CH2:49]5)[CH2:42][C@@H:41]4[CH3:50])=[CH:36][N:35]=3)[C:30](=[O:51])[N:29]([CH3:52])[CH:28]=2)[C:6]([CH2:5][OH:4])=[C:11]([N:12]2[CH2:24][CH2:23][N:15]3[C:16]4[CH2:17][CH2:18][CH2:19][CH2:20][C:21]=4[CH:22]=[C:14]3[C:13]2=[O:25])[CH:10]=1. (3) The product is: [CH3:1][O:2][C:3](=[O:14])[C:4]1[CH:9]=[C:8]([CH3:10])[CH:7]=[C:6]([C:11]#[N:12])[CH:5]=1. Given the reactants [CH3:1][O:2][C:3](=[O:14])[C:4]1[CH:9]=[C:8]([CH3:10])[CH:7]=[C:6]([CH2:11][NH:12]O)[CH:5]=1.C1(P(C2C=CC=CC=2)C2C=CC=CC=2)C=CC=CC=1.C(Cl)(Cl)(Cl)Cl, predict the reaction product. (4) Given the reactants FC1C=C(C=C([B:17]2[O:21][C:20]([CH3:23])([CH3:22])[C:19]([CH3:25])([CH3:24])[O:18]2)C=1)CNC(=O)OC(C)(C)C.Br[C:27]1[CH:35]=[C:34]2[C:30]([CH2:31][CH2:32][CH:33]2[O:36][C:37]2[CH:42]=[CH:41][CH:40]=[CH:39][C:38]=2[CH2:43][C:44]([O:46][CH3:47])=[O:45])=[CH:29][CH:28]=1, predict the reaction product. The product is: [CH3:24][C:19]1([CH3:25])[C:20]([CH3:23])([CH3:22])[O:21][B:17]([C:27]2[CH:35]=[C:34]3[C:30]([CH2:31][CH2:32][CH:33]3[O:36][C:37]3[CH:42]=[CH:41][CH:40]=[CH:39][C:38]=3[CH2:43][C:44]([O:46][CH3:47])=[O:45])=[CH:29][CH:28]=2)[O:18]1.